Task: Predict which catalyst facilitates the given reaction.. Dataset: Catalyst prediction with 721,799 reactions and 888 catalyst types from USPTO Reactant: [C:1]1([OH:7])[CH:6]=[CH:5][CH:4]=[CH:3][CH:2]=1.C(=O)([O-])[O-].[Na+].[Na+].[C:14]1(=[O:20])[O:19][C:17](=[O:18])[CH2:16][CH2:15]1.Cl. Product: [O:20]=[C:14]([O:7][C:1]1[CH:6]=[CH:5][CH:4]=[CH:3][CH:2]=1)[CH2:15][CH2:16][C:17]([OH:19])=[O:18]. The catalyst class is: 6.